This data is from Peptide-MHC class II binding affinity with 134,281 pairs from IEDB. The task is: Regression. Given a peptide amino acid sequence and an MHC pseudo amino acid sequence, predict their binding affinity value. This is MHC class II binding data. (1) The binding affinity (normalized) is 0.604. The MHC is HLA-DPA10201-DPB10101 with pseudo-sequence HLA-DPA10201-DPB10101. The peptide sequence is GQNYTYKWETFLTRE. (2) The peptide sequence is DVCGMFTNRSGSQQWR. The MHC is HLA-DPA10103-DPB10301 with pseudo-sequence HLA-DPA10103-DPB10301. The binding affinity (normalized) is 0. (3) The peptide sequence is KIVSLIKNLLVALKD. The MHC is HLA-DQA10301-DQB10302 with pseudo-sequence HLA-DQA10301-DQB10302. The binding affinity (normalized) is 0.488. (4) The peptide sequence is YDKFLANESTVLTGK. The MHC is DRB1_1001 with pseudo-sequence DRB1_1001. The binding affinity (normalized) is 0.654. (5) The peptide sequence is AAGVAAWSLIALMIP. The MHC is HLA-DQA10102-DQB10602 with pseudo-sequence HLA-DQA10102-DQB10602. The binding affinity (normalized) is 0.170. (6) The peptide sequence is DIIFDIYFAILMMSC. The MHC is DRB1_1501 with pseudo-sequence DRB1_1501. The binding affinity (normalized) is 0.317. (7) The MHC is DRB1_0101 with pseudo-sequence DRB1_0101. The binding affinity (normalized) is 0.492. The peptide sequence is YFRNEQSIPPLIQKY.